From a dataset of Forward reaction prediction with 1.9M reactions from USPTO patents (1976-2016). Predict the product of the given reaction. (1) Given the reactants [C:1]([O:5][C:6](=[O:18])[NH:7][C:8]1[CH:13]=[CH:12][C:11](I)=[CH:10][C:9]=1[N+:15]([O-:17])=[O:16])([CH3:4])([CH3:3])[CH3:2].B1(B2OC(C)(C)C(C)(C)O2)OC(C)(C)C(C)(C)O1.I[C:38]1[CH:39]=[C:40]([CH3:44])[CH:41]=[CH:42][CH:43]=1, predict the reaction product. The product is: [C:1]([O:5][C:6](=[O:18])[NH:7][C:8]1[CH:13]=[CH:12][C:11]([C:38]2[CH:43]=[CH:42][CH:41]=[C:40]([CH3:44])[CH:39]=2)=[CH:10][C:9]=1[N+:15]([O-:17])=[O:16])([CH3:4])([CH3:3])[CH3:2]. (2) Given the reactants [CH2:1]([O:8][CH2:9][C:10]1[O:14][N:13]=[C:12]([C:15]([OH:17])=O)[CH:11]=1)[C:2]1[CH:7]=[CH:6][CH:5]=[CH:4][CH:3]=1.O1CCCC1.[O:23]1[CH2:28][CH2:27][CH:26]([NH2:29])[CH2:25][CH2:24]1.ON1C2C=CC=CC=2N=N1.Cl.C(N=C=NCCCN(C)C)C.Cl, predict the reaction product. The product is: [O:23]1[CH2:28][CH2:27][CH:26]([NH:29][C:15]([C:12]2[CH:11]=[C:10]([CH2:9][O:8][CH2:1][C:2]3[CH:3]=[CH:4][CH:5]=[CH:6][CH:7]=3)[O:14][N:13]=2)=[O:17])[CH2:25][CH2:24]1. (3) Given the reactants [CH2:1]([N:8]1[CH:13]2[CH:14]([O:16][Si:17]([C:20]([CH3:23])([CH3:22])[CH3:21])([CH3:19])[CH3:18])[CH2:15][CH:9]1[CH2:10][C:11](=[O:24])[CH2:12]2)[C:2]1[CH:7]=[CH:6][CH:5]=[CH:4][CH:3]=1.[BH4-].[Na+], predict the reaction product. The product is: [CH2:1]([N:8]1[CH:13]2[CH:14]([O:16][Si:17]([C:20]([CH3:22])([CH3:21])[CH3:23])([CH3:18])[CH3:19])[CH2:15][CH:9]1[CH2:10][CH:11]([OH:24])[CH2:12]2)[C:2]1[CH:3]=[CH:4][CH:5]=[CH:6][CH:7]=1. (4) Given the reactants [CH3:1][O:2][CH2:3][C@@H:4]([NH:6][C:7]1[CH:15]=[C:14]2[C:10]([C:11]([CH3:19])([CH3:18])[C:12](=[O:17])[N:13]2[CH3:16])=[CH:9][C:8]=1[NH:20][C:21]([C:23]1[CH:28]=[C:27]([CH3:29])[C:26](=[O:30])[N:25]([CH3:31])[CH:24]=1)=O)[CH3:5], predict the reaction product. The product is: [CH3:31][N:25]1[C:26](=[O:30])[C:27]([CH3:29])=[CH:28][C:23]([C:21]2[N:6]([C@@H:4]([CH3:5])[CH2:3][O:2][CH3:1])[C:7]3[C:8]([N:20]=2)=[CH:9][C:10]2[C:11]([CH3:19])([CH3:18])[C:12](=[O:17])[N:13]([CH3:16])[C:14]=2[CH:15]=3)=[CH:24]1. (5) Given the reactants [F:1][C:2]1[CH:3]=[CH:4][C:5]2[N:6]([CH:8]=[C:9]([C:11]([NH:13][C@H:14]3[CH2:19][CH2:18][C@@H:17]([N:20]4[C:25](=[O:26])[C:24]5[CH:27]=[C:28]([F:31])[CH:29]=[N:30][C:23]=5[N:22]([C:32]5[CH:33]=[C:34]([C:38]6[CH:43]=[CH:42][C:41](C=O)=[CH:40][CH:39]=6)[CH:35]=[CH:36][CH:37]=5)[C:21]4=[O:46])[CH2:16][CH2:15]3)=[O:12])[N:10]=2)[CH:7]=1.[NH2:47][C@H:48]([CH3:51])[CH2:49][OH:50].[C:52](O[BH-](OC(=O)C)OC(=O)C)(=O)C.[Na+], predict the reaction product. The product is: [F:1][C:2]1[CH:3]=[CH:4][C:5]2[N:6]([CH:8]=[C:9]([C:11]([NH:13][C@H:14]3[CH2:19][CH2:18][C@@H:17]([N:20]4[C:25](=[O:26])[C:24]5[CH:27]=[C:28]([F:31])[CH:29]=[N:30][C:23]=5[N:22]([C:32]5[CH:33]=[C:34]([C:38]6[CH:43]=[CH:42][C:41]([CH2:52][NH:47][C@H:48]([CH3:51])[CH2:49][OH:50])=[CH:40][CH:39]=6)[CH:35]=[CH:36][CH:37]=5)[C:21]4=[O:46])[CH2:16][CH2:15]3)=[O:12])[N:10]=2)[CH:7]=1. (6) The product is: [CH3:1][O:2][C:3](=[O:18])[CH2:4][CH2:5][CH2:6][CH2:7][C:8]1[CH:17]=[CH:16][C:15]2[CH2:14][CH2:13][CH2:12][NH:11][C:10]=2[N:9]=1. Given the reactants [CH3:1][O:2][C:3](=[O:18])[CH2:4][CH2:5][CH2:6][CH2:7][C:8]1[CH:17]=[CH:16][C:15]2[C:10](=[N:11][CH:12]=[CH:13][CH:14]=2)[N:9]=1, predict the reaction product. (7) Given the reactants [CH2:1]([O:3][C:4]([C:6]1[CH:7]=[C:8]2[N:13]([C:14]=1[C:15]1[CH:20]=[CH:19][C:18]([F:21])=[CH:17][CH:16]=1)[CH:12]=[CH:11][C:10]([CH2:22][OH:23])=[CH:9]2)=[O:5])[CH3:2].C[N+]1([O-])CCOCC1, predict the reaction product. The product is: [CH2:1]([O:3][C:4]([C:6]1[CH:7]=[C:8]2[N:13]([C:14]=1[C:15]1[CH:16]=[CH:17][C:18]([F:21])=[CH:19][CH:20]=1)[CH:12]=[CH:11][C:10]([CH:22]=[O:23])=[CH:9]2)=[O:5])[CH3:2]. (8) Given the reactants O.[NH2:2][NH2:3].Cl[C:5]1[CH:10]=[C:9]([N:11]2[CH2:16][CH2:15][CH2:14][CH2:13][CH2:12]2)[N:8]=[CH:7][N:6]=1, predict the reaction product. The product is: [NH:2]([C:5]1[CH:10]=[C:9]([N:11]2[CH2:16][CH2:15][CH2:14][CH2:13][CH2:12]2)[N:8]=[CH:7][N:6]=1)[NH2:3].